The task is: Regression/Classification. Given a drug SMILES string, predict its absorption, distribution, metabolism, or excretion properties. Task type varies by dataset: regression for continuous measurements (e.g., permeability, clearance, half-life) or binary classification for categorical outcomes (e.g., BBB penetration, CYP inhibition). Dataset: cyp2c9_veith.. This data is from CYP2C9 inhibition data for predicting drug metabolism from PubChem BioAssay. The compound is O=[N+]([O-])C1=CC=C2C(=NC3(CCCCC3)N2O)C1=NC1CCCCC1. The result is 1 (inhibitor).